Dataset: CYP2C19 inhibition data for predicting drug metabolism from PubChem BioAssay. Task: Regression/Classification. Given a drug SMILES string, predict its absorption, distribution, metabolism, or excretion properties. Task type varies by dataset: regression for continuous measurements (e.g., permeability, clearance, half-life) or binary classification for categorical outcomes (e.g., BBB penetration, CYP inhibition). Dataset: cyp2c19_veith. (1) The drug is O[C@@](CCN1CCCCC1)(c1ccccc1)[C@@H]1C[C@H]2C=C[C@@H]1C2. The result is 0 (non-inhibitor). (2) The compound is O=C(O)c1c2c(c(O)c3c1CN(C1CCCCC1)CO3)OCN(C1CCCCC1)C2. The result is 0 (non-inhibitor).